From a dataset of Full USPTO retrosynthesis dataset with 1.9M reactions from patents (1976-2016). Predict the reactants needed to synthesize the given product. (1) Given the product [N:23]1([CH:29]2[CH2:35][CH2:34][C:33]3[CH:36]=[C:37]([NH:40][C:4]4[N:9]=[CH:8][C:7]5=[CH:10][CH:11]=[C:12]([C:13]6[CH:14]=[C:15]([CH2:19][CH2:20][C:21]#[N:22])[CH:16]=[CH:17][CH:18]=6)[N:6]5[N:5]=4)[CH:38]=[CH:39][C:32]=3[CH2:31][CH2:30]2)[CH2:28][CH2:27][O:26][CH2:25][CH2:24]1, predict the reactants needed to synthesize it. The reactants are: CS([C:4]1[N:9]=[CH:8][C:7]2=[CH:10][CH:11]=[C:12]([C:13]3[CH:14]=[C:15]([CH2:19][CH2:20][C:21]#[N:22])[CH:16]=[CH:17][CH:18]=3)[N:6]2[N:5]=1)=O.[N:23]1([CH:29]2[CH2:35][CH2:34][C:33]3[CH:36]=[C:37]([NH2:40])[CH:38]=[CH:39][C:32]=3[CH2:31][CH2:30]2)[CH2:28][CH2:27][O:26][CH2:25][CH2:24]1.COCC(O)C.C(N(CC)C(C)C)(C)C. (2) Given the product [CH3:23][O:24][C:25]1[CH:26]=[C:27](/[CH:28]=[CH:29]/[C:2]2[CH:14]=[CH:13][C:5]([C:6]([O:8][C:9]([CH3:12])([CH3:11])[CH3:10])=[O:7])=[C:4]([NH:15][C:16]3[CH:21]=[CH:20][C:19]([F:22])=[CH:18][CH:17]=3)[CH:3]=2)[CH:30]=[CH:31][C:32]=1[O:33][CH3:34], predict the reactants needed to synthesize it. The reactants are: Br[C:2]1[CH:14]=[CH:13][C:5]([C:6]([O:8][C:9]([CH3:12])([CH3:11])[CH3:10])=[O:7])=[C:4]([NH:15][C:16]2[CH:21]=[CH:20][C:19]([F:22])=[CH:18][CH:17]=2)[CH:3]=1.[CH3:23][O:24][C:25]1[CH:26]=[C:27]([CH:30]=[CH:31][C:32]=1[O:33][CH3:34])[CH:28]=[CH2:29].C(N(CCCC)CCCC)CCC.F[B-](F)(F)F.C(P(C(C)(C)C)C(C)(C)C)(C)(C)C.C(O)(=O)CC(CC(O)=O)(C(O)=O)O. (3) Given the product [Cl:21][C:22]1[CH:23]=[CH:24][C:25]([CH2:28][O:29][C:30]2[CH:35]=[CH:34][N:33]([C:36]3[CH:37]=[N:38][C:10]([N:7]4[CH2:6][CH2:5][C:4]5([CH2:17][C:18](=[O:20])[NH:19][C:2](=[O:1])[CH2:3]5)[CH2:9][CH2:8]4)=[CH:40][CH:41]=3)[C:32](=[O:43])[CH:31]=2)=[N:26][CH:27]=1, predict the reactants needed to synthesize it. The reactants are: [O:1]=[C:2]1[NH:19][C:18](=[O:20])[CH2:17][C:4]2([CH2:9][CH2:8][N:7]([C:10](OC(C)(C)C)=O)[CH2:6][CH2:5]2)[CH2:3]1.[Cl:21][C:22]1[CH:23]=[CH:24][C:25]([CH2:28][O:29][C:30]2[CH:35]=[CH:34][N:33]([C:36]3[CH:37]=[N:38]C(F)=[CH:40][CH:41]=3)[C:32](=[O:43])[CH:31]=2)=[N:26][CH:27]=1.C([O-])([O-])=O.[K+].[K+]. (4) Given the product [F:1][C:2]1([F:24])[CH2:7][CH2:6][CH:5]([CH2:8][NH:9][C:10]([C:12]2[C:13]3[CH:14]=[CH:15][C:16]([N:38]4[CH2:39][CH2:40][C@@H:36]([NH:35][CH3:34])[CH2:37]4)=[N:17][C:18]=3[CH:19]=[CH:20][C:21]=2[Cl:22])=[O:11])[CH2:4][CH2:3]1, predict the reactants needed to synthesize it. The reactants are: [F:1][C:2]1([F:24])[CH2:7][CH2:6][CH:5]([CH2:8][NH:9][C:10]([C:12]2[C:13]3[CH:14]=[CH:15][C:16](Cl)=[N:17][C:18]=3[CH:19]=[CH:20][C:21]=2[Cl:22])=[O:11])[CH2:4][CH2:3]1.CCN(C(C)C)C(C)C.[CH3:34][NH:35][C@@H:36]1[CH2:40][CH2:39][NH:38][CH2:37]1. (5) Given the product [Cl:1][C:2]1[CH:7]=[CH:6][N:5]=[C:4]2[N:8]([S:12]([C:15]3[CH:20]=[CH:19][C:18]([CH3:21])=[CH:17][CH:16]=3)(=[O:14])=[O:13])[CH:9]=[C:10]([Sn:28]([CH3:30])([CH3:29])[CH3:27])[C:3]=12, predict the reactants needed to synthesize it. The reactants are: [Cl:1][C:2]1[CH:7]=[CH:6][N:5]=[C:4]2[N:8]([S:12]([C:15]3[CH:20]=[CH:19][C:18]([CH3:21])=[CH:17][CH:16]=3)(=[O:14])=[O:13])[CH:9]=[C:10](I)[C:3]=12.C([Li])(C)(C)C.[CH3:27][Sn:28](Cl)([CH3:30])[CH3:29].[F-].[K+]. (6) Given the product [NH2:20][C:16]1[CH:17]=[C:18]2[C:13](=[CH:14][CH:15]=1)[C:12](=[O:23])[N:11]([CH2:10][CH2:9][O:8][Si:1]([C:4]([CH3:7])([CH3:6])[CH3:5])([CH3:2])[CH3:3])[CH2:19]2, predict the reactants needed to synthesize it. The reactants are: [Si:1]([O:8][CH2:9][CH2:10][N:11]1[CH2:19][C:18]2[C:13](=[CH:14][CH:15]=[C:16]([N+:20]([O-])=O)[CH:17]=2)[C:12]1=[O:23])([C:4]([CH3:7])([CH3:6])[CH3:5])([CH3:3])[CH3:2].[H][H]. (7) Given the product [Cl:1][C:2]1[N:11]=[C:10]([N:21]2[CH2:22][CH2:23][C@H:19]([NH:18][C:15](=[O:17])[CH3:16])[CH2:20]2)[C:9]2[C:4](=[CH:5][C:6]([O:13][CH3:14])=[CH:7][CH:8]=2)[N:3]=1, predict the reactants needed to synthesize it. The reactants are: [Cl:1][C:2]1[N:11]=[C:10](Cl)[C:9]2[C:4](=[CH:5][C:6]([O:13][CH3:14])=[CH:7][CH:8]=2)[N:3]=1.[C:15]([NH:18][C@H:19]1[CH2:23][CH2:22][NH:21][CH2:20]1)(=[O:17])[CH3:16]. (8) Given the product [C:31]([NH:35][CH2:36][C:37]([NH:1][C:2]1[CH:3]=[C:4]([C:20]2[N:21]=[C:22]([C:25]3[CH:26]=[CH:27][N:28]=[CH:29][CH:30]=3)[S:23][CH:24]=2)[C:5](=[O:19])[NH:6][C:7]=1[CH2:8][CH3:9])=[O:38])([CH3:34])([CH3:33])[CH3:32], predict the reactants needed to synthesize it. The reactants are: [NH2:1][C:2]1[CH:3]=[C:4]([C:20]2[N:21]=[C:22]([C:25]3[CH:30]=[CH:29][N:28]=[CH:27][CH:26]=3)[S:23][CH:24]=2)[C:5](=[O:19])[N:6](CC2C=CC(OC)=CC=2)[C:7]=1[CH2:8][CH3:9].[C:31]([NH:35][CH2:36][C:37](O)=[O:38])([CH3:34])([CH3:33])[CH3:32].BrCC(OC)=O.C(N)(C)(C)C.COC1C=C(S)C=CC=1.C(O)(C(F)(F)F)=O. (9) Given the product [OH:28][C@H:18]1[CH2:19][CH2:20][C@@:21]2([CH3:22])[C:16](=[CH:15][CH2:14][C@@H:13]3[C@@H:23]2[CH2:24][CH2:25][C@@:26]2([CH3:27])[C@H:12]3[CH2:11][C:10](=[O:29])[C@@H:9]2[C@H:7]([CH3:8])[CH2:6][CH2:5][CH2:4][CH:2]([CH3:3])[CH3:1])[CH2:17]1, predict the reactants needed to synthesize it. The reactants are: [CH3:1][CH:2]([CH2:4][CH2:5][CH2:6][C@H:7]([C@@H:9]1[C@:26]2([CH3:27])[C@H:12]([C@H:13]3[C@H:23]([CH2:24][CH2:25]2)[C@:21]2([CH3:22])[C:16]([CH2:17][C@@H:18]([OH:28])[CH2:19][CH2:20]2)=[CH:15][CH2:14]3)[CH2:11][C@@H:10]1[OH:29])[CH3:8])[CH3:3].C([O-])(=O)C.[Na+].CO.